Task: Predict which catalyst facilitates the given reaction.. Dataset: Catalyst prediction with 721,799 reactions and 888 catalyst types from USPTO Reactant: [Cl:1][C:2]1[N:7]=[C:6]([Cl:8])[CH:5]=[C:4](Cl)[N:3]=1.[CH3:10][C:11]1[S:15][C:14]([NH2:16])=[N:13][CH:12]=1.[H-].[Na+]. Product: [Cl:1][C:2]1[N:3]=[C:4]([NH:16][C:14]2[S:15][C:11]([CH3:10])=[CH:12][N:13]=2)[CH:5]=[C:6]([Cl:8])[N:7]=1. The catalyst class is: 20.